Dataset: Forward reaction prediction with 1.9M reactions from USPTO patents (1976-2016). Task: Predict the product of the given reaction. (1) Given the reactants [CH3:1][O:2][C:3]1[CH:4]=[C:5]([N:11]2[CH2:16][C:15]3[CH:17]=[N:18][C:19]4[N:23](S(C5C=CC=CC=5)(=O)=O)[C:22]([C:33]([OH:35])=[O:34])=[CH:21][C:20]=4[C:14]=3[N:13]([CH3:36])[C:12]2=[O:37])[CH:6]=[C:7]([O:9][CH3:10])[CH:8]=1.[B-](F)(F)(F)[F:39].[B-](F)(F)(F)F.C1[N+]2(CCl)CC[N+](F)(CC2)C1, predict the reaction product. The product is: [F:39][C:4]1[C:3]([O:2][CH3:1])=[CH:8][C:7]([O:9][CH3:10])=[CH:6][C:5]=1[N:11]1[CH2:16][C:15]2[CH:17]=[N:18][C:19]3[NH:23][C:22]([C:33]([OH:35])=[O:34])=[CH:21][C:20]=3[C:14]=2[N:13]([CH3:36])[C:12]1=[O:37]. (2) Given the reactants Br[C:2]1[CH:7]=[CH:6][C:5]([N:8]2[C:16]3[C:15](=[O:17])[NH:14][C:13](=[O:18])[NH:12][C:11]=3[CH:10]=[CH:9]2)=[CH:4][CH:3]=1.O.[OH:20][C:21]1[CH:26]=[CH:25][CH:24]=[CH:23][C:22]=1B(O)O.C(=O)([O-])[O-].[Cs+].[Cs+], predict the reaction product. The product is: [OH:20][C:21]1[CH:26]=[CH:25][CH:24]=[CH:23][C:22]=1[C:2]1[CH:7]=[CH:6][C:5]([N:8]2[C:16]3[C:15](=[O:17])[NH:14][C:13](=[O:18])[NH:12][C:11]=3[CH:10]=[CH:9]2)=[CH:4][CH:3]=1. (3) The product is: [CH3:1][C@@H:2]1[CH2:3][N:4]([C:15]2[N:20]=[C:19]([NH:21][S:22]([CH3:25])(=[O:24])=[O:23])[CH:18]=[CH:17][CH:16]=2)[C@H:5]([C:8]2[CH:9]=[CH:10][CH:11]=[CH:12][CH:13]=2)[CH2:6][O:7]1. Given the reactants [CH3:1][C@H:2]1[O:7][CH2:6][C@@H:5]([C:8]2[CH:13]=[CH:12][CH:11]=[CH:10][CH:9]=2)[NH:4][CH2:3]1.Br[C:15]1[N:20]=[C:19]([NH:21][S:22]([CH3:25])(=[O:24])=[O:23])[CH:18]=[CH:17][CH:16]=1, predict the reaction product. (4) Given the reactants Br[C:2]1[CH:3]=[CH:4][C:5]([N:16]2[CH2:20][CH:19]([CH3:21])[CH:18]([CH3:22])[CH2:17]2)=[C:6](/[CH:8]=[C:9](\[CH3:15])/[C:10]([O:12][CH2:13][CH3:14])=[O:11])[CH:7]=1.[CH2:23]([O:27][CH2:28][CH2:29][O:30][C:31]1[CH:36]=[CH:35][C:34](OB(O)O)=[CH:33][CH:32]=1)[CH2:24][CH2:25][CH3:26].C(=O)([O-])[O-].[K+].[K+], predict the reaction product. The product is: [CH2:23]([O:27][CH2:28][CH2:29][O:30][C:31]1[CH:32]=[CH:33][C:34]([C:2]2[CH:3]=[CH:4][C:5]([N:16]3[CH2:20][CH:19]([CH3:21])[CH:18]([CH3:22])[CH2:17]3)=[C:6](/[CH:8]=[C:9](\[CH3:15])/[C:10]([O:12][CH2:13][CH3:14])=[O:11])[CH:7]=2)=[CH:35][CH:36]=1)[CH2:24][CH2:25][CH3:26]. (5) Given the reactants [ClH:1].C(OCC)(=O)C.[CH3:8][N:9]([CH3:38])[C:10]1[CH:37]=[CH:36][C:13]([CH2:14][CH2:15][N:16]2[CH2:20][CH2:19][C@@H:18]([N:21]3[C:27]4[CH:28]=[CH:29][CH:30]=[CH:31][C:26]=4[CH2:25][O:24][C:23]4[CH:32]=[CH:33][CH:34]=[CH:35][C:22]3=4)[CH2:17]2)=[CH:12][CH:11]=1, predict the reaction product. The product is: [ClH:1].[ClH:1].[CH3:38][N:9]([CH3:8])[C:10]1[CH:11]=[CH:12][C:13]([CH2:14][CH2:15][N:16]2[CH2:20][CH2:19][C@@H:18]([N:21]3[C:27]4[CH:28]=[CH:29][CH:30]=[CH:31][C:26]=4[CH2:25][O:24][C:23]4[CH:32]=[CH:33][CH:34]=[CH:35][C:22]3=4)[CH2:17]2)=[CH:36][CH:37]=1. (6) Given the reactants [O:1]=[C:2]([C:14]1[S:21][C:20]([CH3:22])=[C:19]2[C:15]=1[CH2:16][C@H:17]1[C:23]([CH3:25])([CH3:24])[C@H:18]12)[CH:3]=[CH:4][C:5]1[CH:13]=[CH:12][C:8]([C:9]([OH:11])=[O:10])=[CH:7][CH:6]=1, predict the reaction product. The product is: [O:1]=[C:2]([C:14]1[S:21][C:20]([CH3:22])=[C:19]2[C:15]=1[CH2:16][C@H:17]1[C:23]([CH3:25])([CH3:24])[C@H:18]12)[CH2:3][CH2:4][C:5]1[CH:6]=[CH:7][C:8]([C:9]([OH:11])=[O:10])=[CH:12][CH:13]=1.